Dataset: hERG potassium channel inhibition data for cardiac toxicity prediction from Karim et al.. Task: Regression/Classification. Given a drug SMILES string, predict its toxicity properties. Task type varies by dataset: regression for continuous values (e.g., LD50, hERG inhibition percentage) or binary classification for toxic/non-toxic outcomes (e.g., AMES mutagenicity, cardiotoxicity, hepatotoxicity). Dataset: herg_karim. (1) The compound is Cc1cc(N2CCC(N3CCCC3)CC2)nc2ccc(NC(=O)COc3ccc(OC(F)(F)F)cc3)cc12. The result is 1 (blocker). (2) The compound is Clc1cccc(COc2cnc(-c3nnco3)cc2Cl)c1. The result is 0 (non-blocker). (3) The drug is Nc1cncc(Nc2ccc(Oc3ccc(Cl)cc3)cc2)c1. The result is 1 (blocker). (4) The drug is N#Cc1c(N2CCC(c3ccc(Cl)cc3)CC2)ccn(CC2CC2)c1=O. The result is 1 (blocker). (5) The molecule is CC[C@](COC(=O)c1cc(OC)c(OC)c(OC)c1)(c1ccccc1)[NH+](C)C. The result is 0 (non-blocker). (6) The compound is [O-][S+](c1ccc(C=Cc2ccc(F)cc2F)nc1)c1ccccc1F. The result is 1 (blocker). (7) The result is 0 (non-blocker). The compound is COc1ccc2ccc(=O)n(CCN3CCC(NCc4cc5c(cn4)OCCO5)CC3)c2n1. (8) The compound is CCC(NCCCC[C@@H](Oc1cc(C)c(F)c(C)c1)C(=O)NO)c1ccc(F)cc1. The result is 1 (blocker). (9) The compound is Cc1cccc2nc(C)n(-c3ccc(OC4CCN(C5CCC5)CC4)cc3)c(=O)c12. The result is 0 (non-blocker).